From a dataset of Forward reaction prediction with 1.9M reactions from USPTO patents (1976-2016). Predict the product of the given reaction. The product is: [O:4]1[C:8]2[CH:9]=[CH:10][CH:11]=[C:12]([N:13]3[CH2:18][CH2:17][N:16]([CH2:19][CH2:20][C@H:21]4[CH2:26][CH2:25][C@H:24]([NH:27][S:34]([N:28]5[CH2:33][CH2:32][O:31][CH2:30][CH2:29]5)(=[O:36])=[O:35])[CH2:23][CH2:22]4)[CH2:15][CH2:14]3)[C:7]=2[O:6][CH2:5]1. Given the reactants Cl.Cl.Cl.[O:4]1[C:8]2[CH:9]=[CH:10][CH:11]=[C:12]([N:13]3[CH2:18][CH2:17][N:16]([CH2:19][CH2:20][C@H:21]4[CH2:26][CH2:25][C@H:24]([NH2:27])[CH2:23][CH2:22]4)[CH2:15][CH2:14]3)[C:7]=2[O:6][CH2:5]1.[N:28]1([S:34](Cl)(=[O:36])=[O:35])[CH2:33][CH2:32][O:31][CH2:30][CH2:29]1, predict the reaction product.